From a dataset of Forward reaction prediction with 1.9M reactions from USPTO patents (1976-2016). Predict the product of the given reaction. (1) The product is: [C:1]([C:5]1[CH:10]=[CH:9][C:8]([S:11]([NH:14][C:18]2[C:19]([C:25]([C:27]3[CH:28]=[N:29][C:30]([C:33]#[N:34])=[CH:31][CH:32]=3)=[O:26])=[N:20][CH:21]=[C:22]([Cl:24])[CH:23]=2)(=[O:13])=[O:12])=[CH:7][CH:6]=1)([CH3:4])([CH3:2])[CH3:3]. Given the reactants [C:1]([C:5]1[CH:10]=[CH:9][C:8]([S:11]([N:14]([C:18]2[C:19]([C:25]([C:27]3[CH:28]=[N:29][C:30]([C:33]#[N:34])=[CH:31][CH:32]=3)=[O:26])=[N:20][CH:21]=[C:22]([Cl:24])[CH:23]=2)COC)(=[O:13])=[O:12])=[CH:7][CH:6]=1)([CH3:4])([CH3:3])[CH3:2], predict the reaction product. (2) Given the reactants [C:1]([C:9]1[C:18]2[C:13](=[CH:14][CH:15]=[CH:16][CH:17]=2)[CH:12]=[CH:11][CH:10]=1)(=[O:8])[C:2]1[CH:7]=[CH:6][CH:5]=[CH:4][CH:3]=1.[BH4-].[Na+], predict the reaction product. The product is: [CH:10]1[C:11]2[C:16](=[CH:15][CH:14]=[CH:13][CH:12]=2)[CH:17]=[CH:18][C:9]=1[CH:1]([C:2]1[CH:3]=[CH:4][CH:5]=[CH:6][CH:7]=1)[OH:8]. (3) Given the reactants [CH3:1][C:2]1([CH3:20])[C:6]([CH3:8])([CH3:7])[O:5][B:4]([C:9]2[CH:14]=[CH:13][C:12]([OH:15])=[C:11]([C:16]([F:19])([F:18])[F:17])[CH:10]=2)[O:3]1.C([O-])([O-])=O.[Cs+].[Cs+].[CH2:27]([O:29][C:30](=[O:35])[CH2:31][CH2:32][CH2:33]Br)[CH3:28], predict the reaction product. The product is: [CH2:27]([O:29][C:30](=[O:35])[CH2:31][CH2:32][CH2:33][O:15][C:12]1[CH:13]=[CH:14][C:9]([B:4]2[O:3][C:2]([CH3:20])([CH3:1])[C:6]([CH3:7])([CH3:8])[O:5]2)=[CH:10][C:11]=1[C:16]([F:18])([F:19])[F:17])[CH3:28].